Task: Predict which catalyst facilitates the given reaction.. Dataset: Catalyst prediction with 721,799 reactions and 888 catalyst types from USPTO (1) Reactant: Cl[C:2]1[N:7]=[C:6]([C:8]2[S:12][C:11]([N:13]3[CH2:17][CH2:16][CH2:15][CH2:14]3)=[N:10][C:9]=2[C:18]2[CH:19]=[C:20]([NH:24][S:25]([C:28]3[C:33]([F:34])=[CH:32][CH:31]=[CH:30][C:29]=3[F:35])(=[O:27])=[O:26])[CH:21]=[CH:22][CH:23]=2)[CH:5]=[CH:4][N:3]=1.[F:36][C:37]1[CH:38]=[C:39]([NH2:52])[CH:40]=[CH:41][C:42]=1[N:43]1[CH2:48][CH2:47][N:46]([CH2:49][CH2:50][F:51])[CH2:45][CH2:44]1.CC1C=CC(S(O)(=O)=O)=CC=1. Product: [F:35][C:29]1[CH:30]=[CH:31][CH:32]=[C:33]([F:34])[C:28]=1[S:25]([NH:24][C:20]1[CH:21]=[CH:22][CH:23]=[C:18]([C:9]2[N:10]=[C:11]([N:13]3[CH2:17][CH2:16][CH2:15][CH2:14]3)[S:12][C:8]=2[C:6]2[CH:5]=[CH:4][N:3]=[C:2]([NH:52][C:39]3[CH:40]=[CH:41][C:42]([N:43]4[CH2:48][CH2:47][N:46]([CH2:49][CH2:50][F:51])[CH2:45][CH2:44]4)=[C:37]([F:36])[CH:38]=3)[N:7]=2)[CH:19]=1)(=[O:27])=[O:26]. The catalyst class is: 836. (2) Reactant: [CH3:1][C:2]1[C:6]([C:7]2[CH:12]=[CH:11][C:10]([Cl:13])=[CH:9][CH:8]=2)=[C:5]([NH2:14])[NH:4][N:3]=1.[Cl:15][C:16]1[CH:17]=[C:18]([C:22](=O)[CH2:23][C:24](OCC)=[O:25])[CH:19]=[CH:20][CH:21]=1. Product: [Cl:13][C:10]1[CH:9]=[CH:8][C:7]([C:6]2[C:2]([CH3:1])=[N:3][N:4]3[C:22]([C:18]4[CH:19]=[CH:20][CH:21]=[C:16]([Cl:15])[CH:17]=4)=[CH:23][C:24](=[O:25])[NH:14][C:5]=23)=[CH:12][CH:11]=1. The catalyst class is: 17.